This data is from Forward reaction prediction with 1.9M reactions from USPTO patents (1976-2016). The task is: Predict the product of the given reaction. (1) Given the reactants C([Sn](CCCC)(CCCC)[C:6]1[S:10][C:9]([C:11]2[S:12][C:13]([Sn](CCCC)(CCCC)CCCC)=[CH:14][CH:15]=2)=[CH:8][CH:7]=1)CCC.Br[C:38]1[CH:43]=[CH:42][C:41]([CH:44]([CH3:46])[CH3:45])=[CH:40][CH:39]=1, predict the reaction product. The product is: [CH:44]([C:41]1[CH:42]=[CH:43][C:38]([C:13]2[S:12][C:11]([C:9]3[S:10][C:6]([C:38]4[CH:43]=[CH:42][C:41]([CH:44]([CH3:46])[CH3:45])=[CH:40][CH:39]=4)=[CH:7][CH:8]=3)=[CH:15][CH:14]=2)=[CH:39][CH:40]=1)([CH3:46])[CH3:45]. (2) Given the reactants [CH3:1][C:2]1([CH3:15])[C:14]2[CH:13]=[CH:12][CH:11]=[CH:10][C:9]=2[C:8]2[C:3]1=[CH:4][CH:5]=[CH:6][CH:7]=2.[C:16]1(=[O:26])[O:21][C:19](=[O:20])[C:18]2=[CH:22][CH:23]=[CH:24][CH:25]=[C:17]12.[Cl-].[Al+3].[Cl-].[Cl-], predict the reaction product. The product is: [CH3:1][C:2]1([CH3:15])[C:3]2[CH:4]=[C:5]([C:16]([C:17]3[CH:25]=[CH:24][CH:23]=[CH:22][C:18]=3[C:19]([OH:21])=[O:20])=[O:26])[CH:6]=[CH:7][C:8]=2[C:9]2[C:14]1=[CH:13][CH:12]=[CH:11][CH:10]=2. (3) Given the reactants [CH:1]([O:4][C:5](=[O:20])[CH2:6][CH2:7][CH2:8][C:9]1[N:13]([CH3:14])[C:12]2[CH:15]=[CH:16][C:17]([NH2:19])=[CH:18][C:11]=2[N:10]=1)([CH3:3])[CH3:2].[OH2:21].Cl[CH2:23][CH2:24][OH:25].C(N([CH2:31][CH3:32])CC)C, predict the reaction product. The product is: [CH:1]([O:4][C:5](=[O:20])[CH2:6][CH2:7][CH2:8][C:9]1[N:13]([CH3:14])[C:12]2[CH:15]=[CH:16][C:17]([N:19]([CH2:32][CH2:31][OH:21])[CH2:23][CH2:24][OH:25])=[CH:18][C:11]=2[N:10]=1)([CH3:3])[CH3:2]. (4) The product is: [CH2:1]([C:3]1[CH:18]=[C:17]([C:19](=[NH:22])[NH:20][OH:21])[CH:16]=[C:15]([CH3:23])[C:4]=1[O:5][CH2:6][C@H:7]([OH:14])[CH2:8][NH:9][C:10](=[O:13])[CH2:11][OH:12])[CH3:2]. Given the reactants [CH2:1]([C:3]1[CH:18]=[C:17]([C:19](=[NH:22])[NH:20][OH:21])[CH:16]=[C:15]([CH3:23])[C:4]=1[O:5][CH2:6][C@@H:7]([OH:14])[CH2:8][NH:9][C:10](=[O:13])[CH2:11][OH:12])[CH3:2].C(C1C=C(C=C(C)C=1O)C#N)C.C1O[C@H]1CO, predict the reaction product.